Dataset: Reaction yield outcomes from USPTO patents with 853,638 reactions. Task: Predict the reaction yield, written as a fraction of the theoretical maximum amount of product (1.0 means a 100% yield; for example, 0.34 means a 34% yield). (1) The reactants are [NH2:1][C:2]1[C:3]([C:21]([O:23]CC)=O)=[N:4][C:5]([NH:17][CH2:18][CH2:19][OH:20])=[N:6][C:7]=1[NH:8][C:9]1[CH:14]=[CH:13][CH:12]=[CH:11][C:10]=1[O:15][CH3:16].OCC[NH:29]C1N=C(C(OCC)=O)C([N+]([O-])=O)=C(NC2C=CC=CC=2OC)N=1.[CH2:53]([OH:55])C. The catalyst is [Pd]. The product is [OH:20][CH2:19][CH2:18][NH:17][C:5]1[N:6]=[C:7]2[C:2]([NH:1][C:53](=[O:55])[N:8]2[C:9]2[CH:14]=[CH:13][CH:12]=[CH:11][C:10]=2[O:15][CH3:16])=[C:3]([C:21]([NH2:29])=[O:23])[N:4]=1. The yield is 0.870. (2) The reactants are [F:1][C:2]1[CH:7]=[CH:6][C:5]([C:8]2[C:13]([C:14]3[CH:19]=[CH:18][N:17]=[CH:16][CH:15]=3)=[C:12]([C:20]3[CH:25]=[CH:24][C:23]([F:26])=[CH:22][CH:21]=3)[N:11]=[C:10]3[NH:27][N:28]=[CH:29][C:9]=23)=[CH:4][CH:3]=1.[OH-].[K+].Br[CH2:33][CH2:34][CH2:35][O:36][CH:37]1[CH2:42][CH2:41][CH2:40][CH2:39][O:38]1.O. The catalyst is C1(C)C=CC=CC=1.CCOC(C)=O. The product is [F:1][C:2]1[CH:7]=[CH:6][C:5]([C:8]2[C:9]3[C:10](=[N:27][N:28]([CH2:33][CH2:34][CH2:35][O:36][CH:37]4[CH2:42][CH2:41][CH2:40][CH2:39][O:38]4)[CH:29]=3)[N:11]=[C:12]([C:20]3[CH:25]=[CH:24][C:23]([F:26])=[CH:22][CH:21]=3)[C:13]=2[C:14]2[CH:15]=[CH:16][N:17]=[CH:18][CH:19]=2)=[CH:4][CH:3]=1. The yield is 0.540. (3) The reactants are [OH:1][C@H:2]1[CH2:6][N:5]([C:7]([O:9][C:10]([CH3:13])([CH3:12])[CH3:11])=[O:8])[C@@H:4]([C:14]([O:16][CH3:17])=[O:15])[CH2:3]1.[CH:18]1[CH:23]=[CH:22][C:21]([CH2:24]Br)=[CH:20][CH:19]=1.CCOCC. The catalyst is CN(C=O)C. The product is [CH2:24]([O:1][C@H:2]1[CH2:6][N:5]([C:7]([O:9][C:10]([CH3:11])([CH3:12])[CH3:13])=[O:8])[C@H:4]([C:14]([O:16][CH3:17])=[O:15])[CH2:3]1)[C:21]1[CH:22]=[CH:23][CH:18]=[CH:19][CH:20]=1. The yield is 0.850. (4) The reactants are [CH2:1]([NH:3][C:4]([N:18]1[CH2:22][CH:21]([CH2:23][CH3:24])[CH:20]=[N:19]1)=[N:5][S:6]([C:9]1[CH:10]=[C:11]2[C:15](=[CH:16][CH:17]=1)[NH:14][CH2:13][CH2:12]2)(=[O:8])=[O:7])[CH3:2]. The yield is 0.660. The product is [CH2:1]([NH:3][C:4]([N:18]1[CH2:22][CH:21]([CH2:23][CH3:24])[CH:20]=[N:19]1)=[N:5][S:6]([C:9]1[CH:10]=[C:11]2[C:15](=[CH:16][CH:17]=1)[NH:14][CH:13]=[CH:12]2)(=[O:7])=[O:8])[CH3:2]. The catalyst is C1(C)C=CC=CC=1.[Pd].